Dataset: Forward reaction prediction with 1.9M reactions from USPTO patents (1976-2016). Task: Predict the product of the given reaction. (1) Given the reactants [Cl:1][C:2]1[CH:3]=[C:4]([C:8](=[O:10])[CH3:9])[CH:5]=[CH:6][CH:7]=1.C[O-].[K+], predict the reaction product. The product is: [Cl:1][C:2]1[CH:3]=[C:4]([CH:8]([OH:10])[CH3:9])[CH:5]=[CH:6][CH:7]=1. (2) Given the reactants [CH:1]1([C:4]2[CH:5]=[C:6]([C:23]([O:25]CC)=[O:24])[C:7](=[O:22])[N:8]3[C:13]=2[C:12]([CH3:14])=[C:11]([C:15]2[CH:20]=[CH:19][C:18]([Cl:21])=[CH:17][CH:16]=2)[CH:10]=[CH:9]3)[CH2:3][CH2:2]1.[Li+].[OH-].Cl.C(OCC)(=O)C, predict the reaction product. The product is: [CH:1]1([C:4]2[CH:5]=[C:6]([C:23]([OH:25])=[O:24])[C:7](=[O:22])[N:8]3[C:13]=2[C:12]([CH3:14])=[C:11]([C:15]2[CH:20]=[CH:19][C:18]([Cl:21])=[CH:17][CH:16]=2)[CH:10]=[CH:9]3)[CH2:2][CH2:3]1.